Dataset: CYP3A4 inhibition data for predicting drug metabolism from PubChem BioAssay. Task: Regression/Classification. Given a drug SMILES string, predict its absorption, distribution, metabolism, or excretion properties. Task type varies by dataset: regression for continuous measurements (e.g., permeability, clearance, half-life) or binary classification for categorical outcomes (e.g., BBB penetration, CYP inhibition). Dataset: cyp3a4_veith. (1) The drug is O=C(O)c1cccc(N2CCCC2=O)c1. The result is 1 (inhibitor). (2) The drug is c1nc(NC2CCNCC2)c2cc(-c3ccc4c(c3)OCO4)ccc2n1. The result is 1 (inhibitor). (3) The drug is Nc1[nH]c(=S)[nH]c(=O)c1N=Nc1c(Br)cc(S(N)(=O)=O)cc1Br. The result is 0 (non-inhibitor). (4) The compound is O=C(c1cc(C(F)(F)F)cc(C(F)(F)F)c1)N1CCC[C@@]2(CCN(Cc3ccccc3)C2)C1. The result is 1 (inhibitor). (5) The drug is COc1ccccc1CCN1C(=S)NC(C)(C)CC1(C)O. The result is 1 (inhibitor). (6) The drug is O=C(NCc1ccco1)c1cc(C(=O)C2CCCCC2)c[nH]1. The result is 0 (non-inhibitor). (7) The molecule is COc1cccc(Cn2c(=O)cnc3cnc(OCc4ccccc4)nc32)c1. The result is 1 (inhibitor).